Dataset: Catalyst prediction with 721,799 reactions and 888 catalyst types from USPTO. Task: Predict which catalyst facilitates the given reaction. (1) Reactant: [Br:1]Br.[S:3]1[C:7]([N:8]([C:18]([O:20][CH2:21][C:22]([Cl:25])([Cl:24])[Cl:23])=[O:19])[C@H:9]([C:14]([O:16][CH3:17])=[O:15])[CH2:10][CH:11]([CH3:13])[CH3:12])=[CH:6][CH:5]=[N:4]1.C(=O)(O)[O-].[K+]. Product: [Br:1][C:6]1[CH:5]=[N:4][S:3][C:7]=1[N:8]([C:18]([O:20][CH2:21][C:22]([Cl:23])([Cl:24])[Cl:25])=[O:19])[C@H:9]([C:14]([O:16][CH3:17])=[O:15])[CH2:10][CH:11]([CH3:12])[CH3:13]. The catalyst class is: 4. (2) Reactant: [CH:1]1([C:6]([C:8](=[CH:13]N(C)C)[C:9]([O:11][CH3:12])=[O:10])=O)[CH2:5][CH2:4][CH2:3][CH2:2]1.Br.[O:18]1[CH2:23][CH2:22][N:21]([C:24]([NH2:26])=[NH:25])[CH2:20][CH2:19]1.C[O-].[Na+]. Product: [CH:1]1([C:6]2[C:8]([C:9]([O:11][CH3:12])=[O:10])=[CH:13][N:26]=[C:24]([N:21]3[CH2:22][CH2:23][O:18][CH2:19][CH2:20]3)[N:25]=2)[CH2:5][CH2:4][CH2:3][CH2:2]1. The catalyst class is: 5. (3) Reactant: BrC1C=CC(O)=C([C:8]2[CH:17]=[CH:16][C:15]3[C:10](=[CH:11][CH:12]=[C:13]([C:18]4[N:22](C5CCCCC5)[C:21]5[CH:29]=[CH:30][C:31](C(O)=O)=[CH:32][C:20]=5[N:19]=4)[CH:14]=3)[N:9]=2)C=1.C([O:39][C:40](C1C=CC2N(C3CCCCC3)C(C3C=CC(N)=C(C=O)C=3)=NC=2C=1)=[O:41])C.[N+:66]([C:69]1[CH:74]=[CH:73][CH:72]=[CH:71][C:70]=1C(=O)C)([O-:68])=[O:67].[OH-].[K+]. Product: [N+:66]([C:69]1[CH:70]=[CH:71][CH:72]=[CH:73][C:74]=1[C:13]1([C:18]2[NH:22][C:21]3[CH:29]=[CH:30][C:31]([C:40]([OH:41])=[O:39])=[CH:32][C:20]=3[N:19]=2)[CH:12]=[CH:11][C:10]2[N:9]=[CH:8][CH:17]=[CH:16][C:15]=2[CH2:14]1)([O-:68])=[O:67]. The catalyst class is: 8.